This data is from Forward reaction prediction with 1.9M reactions from USPTO patents (1976-2016). The task is: Predict the product of the given reaction. (1) Given the reactants Cl.[Cl:2][C:3]1[CH:4]=[C:5]([C:13]2[O:17][N:16]=[C:15]([C:18]3[C:28]4[O:27][CH2:26][CH2:25][NH:24][CH2:23][C:22]=4[CH:21]=[CH:20][CH:19]=3)[N:14]=2)[CH:6]=[CH:7][C:8]=1[O:9][CH:10]([CH3:12])[CH3:11].C(N(CC)C(C)C)(C)C.Br[CH2:39][CH2:40][C:41]([O:43][CH2:44][CH3:45])=[O:42], predict the reaction product. The product is: [Cl:2][C:3]1[CH:4]=[C:5]([C:13]2[O:17][N:16]=[C:15]([C:18]3[C:28]4[O:27][CH2:26][CH2:25][N:24]([CH2:39][CH2:40][C:41]([O:43][CH2:44][CH3:45])=[O:42])[CH2:23][C:22]=4[CH:21]=[CH:20][CH:19]=3)[N:14]=2)[CH:6]=[CH:7][C:8]=1[O:9][CH:10]([CH3:12])[CH3:11]. (2) Given the reactants C([SiH](CC)CC)C.FC(F)(F)C(O)=O.[CH3:15][O:16][C:17]1[CH:18]=[C:19]([CH:46]=[CH:47][C:48]=1[O:49][CH3:50])[CH2:20][C:21]1[O:22][C:23]2[C:29]([C:30]3[CH:31]=[C:32]([CH:43]=[CH:44][CH:45]=3)[C:33]([NH:35][CH2:36][CH2:37][N:38]3[CH2:42][CH2:41][CH2:40][CH2:39]3)=[O:34])=[CH:28][CH:27]=[CH:26][C:24]=2[CH:25]=1, predict the reaction product. The product is: [CH3:15][O:16][C:17]1[CH:18]=[C:19]([CH:46]=[CH:47][C:48]=1[O:49][CH3:50])[CH2:20][CH:21]1[CH2:25][C:24]2[CH:26]=[CH:27][CH:28]=[C:29]([C:30]3[CH:31]=[C:32]([CH:43]=[CH:44][CH:45]=3)[C:33]([NH:35][CH2:36][CH2:37][N:38]3[CH2:42][CH2:41][CH2:40][CH2:39]3)=[O:34])[C:23]=2[O:22]1. (3) Given the reactants C(OC([NH:8][C@@H:9]([CH3:35])[C:10]([N:12]1[C@H:24]([C:25](OC)=[O:26])[CH2:23][C:22]2[C:21]3[C:16](=[CH:17][C:18]([O:29][CH3:30])=[CH:19][CH:20]=3)[NH:15][C:14]=2[C@@H:13]1[CH2:31][CH:32]([CH3:34])[CH3:33])=[O:11])=O)(C)(C)C.FC(F)(F)C(O)=O, predict the reaction product. The product is: [CH2:31]([C@H:13]1[C:14]2[NH:15][C:16]3[CH:17]=[C:18]([O:29][CH3:30])[CH:19]=[CH:20][C:21]=3[C:22]=2[CH2:23][C@H:24]2[C:25](=[O:26])[NH:8][C@@H:9]([CH3:35])[C:10](=[O:11])[N:12]12)[CH:32]([CH3:33])[CH3:34]. (4) Given the reactants [C:1]1([CH:7]([C:27]2[CH:32]=[CH:31][CH:30]=[CH:29][CH:28]=2)[C:8]2[CH:9]=[CH:10][C:11](=[O:26])[N:12]([CH2:14][CH2:15][NH:16][C:17](=[O:25])[C:18]3[CH:23]=[CH:22][CH:21]=[C:20]([OH:24])[CH:19]=3)[CH:13]=2)[CH:6]=[CH:5][CH:4]=[CH:3][CH:2]=1.C([O-])([O-])=O.[K+].[K+].Br[CH2:40][C:41]([O:43][CH2:44][CH3:45])=[O:42], predict the reaction product. The product is: [C:1]1([CH:7]([C:27]2[CH:28]=[CH:29][CH:30]=[CH:31][CH:32]=2)[C:8]2[CH:9]=[CH:10][C:11](=[O:26])[N:12]([CH2:14][CH2:15][NH:16][C:17]([C:18]3[CH:19]=[C:20]([CH:21]=[CH:22][CH:23]=3)[O:24][CH2:40][C:41]([O:43][CH2:44][CH3:45])=[O:42])=[O:25])[CH:13]=2)[CH:6]=[CH:5][CH:4]=[CH:3][CH:2]=1. (5) Given the reactants [F:1][C:2]1[CH:11]=[C:10]([F:12])[CH:9]=[C:8]2[C:3]=1[C:4]([NH:20][C:21]1[CH:26]=[C:25]([N:27]3[CH2:32][CH2:31][O:30][CH2:29][CH2:28]3)[N:24]=[CH:23][C:22]=1[C:33]1[CH:34]=[N:35][CH:36]=[C:37]([NH2:39])[CH:38]=1)=[C:5]([CH3:19])[C:6]([C:13]1[CH:18]=[CH:17][CH:16]=[CH:15][N:14]=1)=[N:7]2.[CH3:40][S:41](Cl)(=[O:43])=[O:42], predict the reaction product. The product is: [F:1][C:2]1[CH:11]=[C:10]([F:12])[CH:9]=[C:8]2[C:3]=1[C:4]([NH:20][C:21]1[CH:26]=[C:25]([N:27]3[CH2:28][CH2:29][O:30][CH2:31][CH2:32]3)[N:24]=[CH:23][C:22]=1[C:33]1[CH:34]=[N:35][CH:36]=[C:37]([NH:39][S:41]([CH3:40])(=[O:43])=[O:42])[CH:38]=1)=[C:5]([CH3:19])[C:6]([C:13]1[CH:18]=[CH:17][CH:16]=[CH:15][N:14]=1)=[N:7]2. (6) Given the reactants Br[C:2]1[C:7]([C:8]([F:11])([F:10])[F:9])=[CH:6][C:5]([NH:12][C:13]2[N:17]=[C:16]([NH2:18])[NH:15][N:14]=2)=[CH:4][C:3]=1[Cl:19].[CH3:20][N:21]([CH2:29][CH2:30][O:31][C:32]1[CH:37]=[CH:36][C:35](B2OC(C)(C)C(C)(C)O2)=[CH:34][CH:33]=1)[C:22](=[O:28])[O:23][C:24]([CH3:27])([CH3:26])[CH3:25].C([O-])([O-])=O.[K+].[K+].O1CCOCC1, predict the reaction product. The product is: [C:24]([O:23][C:22](=[O:28])[N:21]([CH2:29][CH2:30][O:31][C:32]1[CH:37]=[CH:36][C:35]([C:2]2[C:3]([Cl:19])=[CH:4][C:5]([NH:12][C:13]3[N:17]=[C:16]([NH2:18])[NH:15][N:14]=3)=[CH:6][C:7]=2[C:8]([F:11])([F:10])[F:9])=[CH:34][CH:33]=1)[CH3:20])([CH3:27])([CH3:25])[CH3:26]. (7) The product is: [CH:1]1([C:6](=[O:11])[CH2:7][CH2:8][C:9]#[C:10][C:3]2[CH:2]=[C:1]([CH3:5])[C:6]([OH:11])=[CH:18][C:16]=2[CH3:17])[CH2:5][CH2:4][CH2:3][CH2:2]1. Given the reactants [CH:1]1([C:6](=[O:11])[CH2:7][CH2:8][C:9]#[CH:10])[CH2:5][CH2:4][CH2:3][CH2:2]1.C(N[CH:16]([CH3:18])[CH3:17])(C)C, predict the reaction product.